This data is from Reaction yield outcomes from USPTO patents with 853,638 reactions. The task is: Predict the reaction yield, written as a fraction of the theoretical maximum amount of product (1.0 means a 100% yield; for example, 0.34 means a 34% yield). (1) The reactants are C[O:2][C:3](=[O:28])[CH2:4][CH2:5][CH2:6][CH2:7][CH2:8][NH:9][C:10](=[O:27])[CH:11]=[C:12]1[C:18]2[CH:19]=[CH:20][CH:21]=[CH:22][C:17]=2[C:16]2[CH:23]=[CH:24][CH:25]=[CH:26][C:15]=2[CH:14]=[CH:13]1.CO.[Li+].[OH-].Cl. The catalyst is O. The product is [CH:22]1[C:17]2[C:16]3[CH:23]=[CH:24][CH:25]=[CH:26][C:15]=3[CH:14]=[CH:13][C:12](=[CH:11][C:10]([NH:9][CH2:8][CH2:7][CH2:6][CH2:5][CH2:4][C:3]([OH:28])=[O:2])=[O:27])[C:18]=2[CH:19]=[CH:20][CH:21]=1. The yield is 0.860. (2) The reactants are Br[C:2]1[CH:16]=[N:15][C:5]2[NH:6][C:7]3[CH:12]=[N:11][C:10]([C:13]#[N:14])=[CH:9][C:8]=3[C:4]=2[CH:3]=1.[Cl-].[Li+].CCN(C(C)C)C(C)C.C([Sn](CCCC)(CCCC)[C:33]1[CH:38]=[CH:37][CH:36]=[CH:35][N:34]=1)CCC.[F-].[K+]. The catalyst is CN(C=O)C.C1C=CC([P]([Pd]([P](C2C=CC=CC=2)(C2C=CC=CC=2)C2C=CC=CC=2)([P](C2C=CC=CC=2)(C2C=CC=CC=2)C2C=CC=CC=2)[P](C2C=CC=CC=2)(C2C=CC=CC=2)C2C=CC=CC=2)(C2C=CC=CC=2)C2C=CC=CC=2)=CC=1. The product is [N:34]1[CH:35]=[CH:36][CH:37]=[CH:38][C:33]=1[C:2]1[CH:16]=[N:15][C:5]2[NH:6][C:7]3[CH:12]=[N:11][C:10]([C:13]#[N:14])=[CH:9][C:8]=3[C:4]=2[CH:3]=1. The yield is 0.0600. (3) The product is [CH3:1][N:2]1[C:14]2[C:5](=[C:6]3[C:11](=[CH:12][CH:13]=2)[N:10]=[CH:9][CH:8]=[N:7]3)[N:4]=[C:3]1[CH:15]=[O:16]. The yield is 0.360. The reactants are [CH3:1][N:2]1[C:14]2[C:5](=[C:6]3[C:11](=[CH:12][CH:13]=2)[N:10]=[CH:9][CH:8]=[N:7]3)[N:4]=[C:3]1[CH2:15][OH:16]. The catalyst is C(Cl)Cl.[O-2].[O-2].[Mn+4]. (4) The reactants are [OH-:1].[Na+:2].C([OH:5])C.[CH:6]1[N:10]=[CH:9][N:8]([CH2:11][C:12]([P:18]([OH:21])([OH:20])=[O:19])([P:14]([OH:17])([OH:16])=[O:15])[OH:13])[CH:7]=1. The catalyst is O. The product is [CH:6]1[N:10]=[CH:9][N:8]([CH2:11][C:12]([P:14]([O-:17])([OH:16])=[O:15])([P:18]([O-:20])([OH:21])=[O:19])[OH:13])[CH:7]=1.[OH2:5].[OH2:1].[OH2:5].[OH2:5].[Na+:2].[Na+:2]. The yield is 0.980. (5) The reactants are [C:1]([OH:9])(=[O:8])[C@@H:2]([CH2:4][C:5]([OH:7])=O)[OH:3].[C:10](Cl)(=[O:12])[CH3:11]. No catalyst specified. The product is [C:10]([O:3][C@@H:2]1[CH2:4][C:5](=[O:7])[O:8][C:1]1=[O:9])(=[O:12])[CH3:11]. The yield is 1.00. (6) The reactants are Br[CH2:2][C:3]([C:5]1[CH:10]=[CH:9][C:8]([CH:11]([CH3:13])[CH3:12])=[CH:7][CH:6]=1)=[O:4].[CH3:14][C:15]1[CH:16]=[C:17]([OH:23])[CH:18]=[C:19]([CH3:22])[C:20]=1[CH3:21].C(=O)([O-])[O-].[K+].[K+].O. The catalyst is C(#N)C. The product is [CH3:14][C:15]1[CH:16]=[C:17]([CH:18]=[C:19]([CH3:22])[C:20]=1[CH3:21])[O:23][CH2:2][C:3]([C:5]1[CH:10]=[CH:9][C:8]([CH:11]([CH3:13])[CH3:12])=[CH:7][CH:6]=1)=[O:4]. The yield is 0.960. (7) The reactants are C(C1COC(=O)N1[C:14](=[O:46])[CH:15]([C:20]1[CH:21]=[C:22]([C:36]2[CH:41]=[CH:40][C:39]([C:42]([F:45])([F:44])[F:43])=[CH:38][CH:37]=2)[CH:23]=[C:24]([O:26][CH2:27][C:28]2[CH:33]=[C:32]([F:34])[CH:31]=[C:30]([F:35])[CH:29]=2)[CH:25]=1)[CH2:16][CH:17]([CH3:19])[CH3:18])C1C=CC=CC=1.O[Li].O.OO.[O-:52]S([O-])=O.[Na+].[Na+]. The catalyst is C1COCC1.O. The product is [F:34][C:32]1[CH:33]=[C:28]([CH:29]=[C:30]([F:35])[CH:31]=1)[CH2:27][O:26][C:24]1[CH:25]=[C:20]([C@H:15]([CH2:16][CH:17]([CH3:19])[CH3:18])[C:14]([OH:46])=[O:52])[CH:21]=[C:22]([C:36]2[CH:41]=[CH:40][C:39]([C:42]([F:44])([F:43])[F:45])=[CH:38][CH:37]=2)[CH:23]=1. The yield is 0.920.